From a dataset of Reaction yield outcomes from USPTO patents with 853,638 reactions. Predict the reaction yield, written as a fraction of the theoretical maximum amount of product (1.0 means a 100% yield; for example, 0.34 means a 34% yield). (1) The catalyst is C1COCC1. The reactants are [F:1][C:2]1[CH:8]=[CH:7][C:6]([C:9]([F:12])([F:11])[F:10])=[CH:5][C:3]=1[NH2:4].N1C=CC=CC=1.Cl[C:20]([O:22][C:23]1[CH:28]=[CH:27][CH:26]=[CH:25][CH:24]=1)=[O:21]. The yield is 0.620. The product is [F:1][C:2]1[CH:8]=[CH:7][C:6]([C:9]([F:10])([F:11])[F:12])=[CH:5][C:3]=1[NH:4][C:20](=[O:21])[O:22][C:23]1[CH:28]=[CH:27][CH:26]=[CH:25][CH:24]=1. (2) The reactants are [O-]CC.[Na+].[CH2:5]([O:12][C:13]1[CH:18]=[C:17]([O:19][CH2:20][C:21]2[CH:26]=[CH:25][CH:24]=[CH:23][CH:22]=2)[C:16]([C:27]([CH3:30])([CH3:29])[CH3:28])=[CH:15][C:14]=1[C:31](=[O:33])[CH3:32])[C:6]1[CH:11]=[CH:10][CH:9]=[CH:8][CH:7]=1.[C:34](OCC)(=[O:40])[C:35]([O:37][CH2:38][CH3:39])=[O:36].Cl. The catalyst is C(O)C.O. The product is [CH2:38]([O:37][C:35](=[O:36])[C:34]([OH:40])=[CH:32][C:31]([C:14]1[CH:15]=[C:16]([C:27]([CH3:29])([CH3:28])[CH3:30])[C:17]([O:19][CH2:20][C:21]2[CH:22]=[CH:23][CH:24]=[CH:25][CH:26]=2)=[CH:18][C:13]=1[O:12][CH2:5][C:6]1[CH:7]=[CH:8][CH:9]=[CH:10][CH:11]=1)=[O:33])[CH3:39]. The yield is 0.930. (3) The reactants are [NH2:1][C:2]1[N:7]=[C:6]([C:8]2[CH:42]=[C:41]([Cl:43])[CH:40]=[CH:39][C:9]=2[O:10][C:11]2[C:16]([F:17])=[CH:15][C:14]([S:18]([N:21](CC3C=CC(OC)=CC=3OC)[C:22]3[S:26][N:25]=[CH:24][N:23]=3)(=[O:20])=[O:19])=[C:13]([F:38])[CH:12]=2)[CH:5]=[CH:4][CH:3]=1.C(=O)(O)[O-].[Na+].Cl[CH2:50][CH:51]=O. The catalyst is C(O)C.O.ClCCl. The product is [Cl:43][C:41]1[CH:40]=[CH:39][C:9]([O:10][C:11]2[C:16]([F:17])=[CH:15][C:14]([S:18]([NH:21][C:22]3[S:26][N:25]=[CH:24][N:23]=3)(=[O:19])=[O:20])=[C:13]([F:38])[CH:12]=2)=[C:8]([C:6]2[N:7]3[CH:50]=[CH:51][N:1]=[C:2]3[CH:3]=[CH:4][CH:5]=2)[CH:42]=1. The yield is 0.430.